Dataset: Forward reaction prediction with 1.9M reactions from USPTO patents (1976-2016). Task: Predict the product of the given reaction. (1) Given the reactants [OH:1][C:2]1[N:3]=[C:4]2[CH:26]=[C:25]([CH2:27][CH2:28][C:29]3[S:30][CH:31]=[C:32]([CH:34]([CH3:36])[CH3:35])[N:33]=3)[CH:24]=[CH:23][N:5]2[C:6](=[O:22])[C:7]=1[C:8]1[N:9]=[N:10][N:11](CC2C=CC(OC)=CC=2)[N:12]=1.C1(OC)C=CC=CC=1.FC(F)(F)C(O)=O, predict the reaction product. The product is: [OH:1][C:2]1[N:3]=[C:4]2[CH:26]=[C:25]([CH2:27][CH2:28][C:29]3[S:30][CH:31]=[C:32]([CH:34]([CH3:36])[CH3:35])[N:33]=3)[CH:24]=[CH:23][N:5]2[C:6](=[O:22])[C:7]=1[C:8]1[NH:9][N:10]=[N:11][N:12]=1. (2) Given the reactants [Cl:1][C:2]1[CH:10]=[C:9]2[C:5]([CH2:6][C:7](=[O:11])[NH:8]2)=[CH:4][CH:3]=1.Cl, predict the reaction product. The product is: [OH2:11].[ClH:1].[Cl:1][C:2]1[CH:10]=[C:9]2[C:5]([CH2:6][C:7](=[O:11])[NH:8]2)=[CH:4][CH:3]=1. (3) Given the reactants [CH:1]([O:4]C(C)C)([CH3:3])[CH3:2].[Al:8].Cl.O.[NH:11]1[C:21](=[O:22])[C:20]2[NH:19][C:17](=[O:18])[NH:16][C:15]=2[NH:14][ClH:12]1=[O:13], predict the reaction product. The product is: [CH3:2][CH:1]([CH3:3])[O-:4].[Al+3:8].[CH3:2][CH:1]([CH3:3])[O-:4].[CH3:2][CH:1]([CH3:3])[O-:4].[NH:11]1[C:21](=[O:22])[C:20]2[NH:19][C:17](=[O:18])[NH:16][C:15]=2[NH:14][ClH:12]1=[O:13]. (4) Given the reactants [C:1]12([C:12]3[C:7](=[CH:8][CH:9]=[CH:10][C:11]=3[O:13][C:14]3[N:19]=[CH:18][C:17]([NH:20][C:21](=[O:27])[C@:22]([CH3:26])([CH2:24][CH3:25])[NH2:23])=[CH:16][N:15]=3)[O:6][CH2:5][CH2:4]1)[CH2:3][CH2:2]2.Cl[C:29](Cl)([O:31]C(=O)OC(Cl)(Cl)Cl)Cl, predict the reaction product. The product is: [C:1]12([C:12]3[C:7](=[CH:8][CH:9]=[CH:10][C:11]=3[O:13][C:14]3[N:19]=[CH:18][C:17]([N:20]4[C:21](=[O:27])[C@:22]([CH2:24][CH3:25])([CH3:26])[NH:23][C:29]4=[O:31])=[CH:16][N:15]=3)[O:6][CH2:5][CH2:4]1)[CH2:2][CH2:3]2. (5) Given the reactants [NH:1]1[CH2:6][CH2:5][CH:4]([NH:7][C:8](=[O:28])[CH:9]([CH2:19][CH2:20][CH2:21][C:22]2[CH:27]=[CH:26][CH:25]=[CH:24][CH:23]=2)[CH2:10][CH2:11][CH2:12][C:13]2[CH:18]=[CH:17][CH:16]=[CH:15][CH:14]=2)[CH2:3][CH2:2]1.[O:29]1[CH2:31][C@@H:30]1[CH2:32][O:33][C:34]1[CH:43]=[CH:42][CH:41]=[C:40]2[C:35]=1[CH:36]=[CH:37][CH:38]=[N:39]2, predict the reaction product. The product is: [OH:29][CH:30]([CH2:32][O:33][C:34]1[CH:43]=[CH:42][CH:41]=[C:40]2[C:35]=1[CH:36]=[CH:37][CH:38]=[N:39]2)[CH2:31][N:1]1[CH2:6][CH2:5][CH:4]([NH:7][C:8](=[O:28])[CH:9]([CH2:19][CH2:20][CH2:21][C:22]2[CH:27]=[CH:26][CH:25]=[CH:24][CH:23]=2)[CH2:10][CH2:11][CH2:12][C:13]2[CH:14]=[CH:15][CH:16]=[CH:17][CH:18]=2)[CH2:3][CH2:2]1. (6) The product is: [C:60]([O:59][C@@H:4]1[C:3]2[C:15]([CH3:16])([CH3:17])[C@@:14]([OH:41])([CH2:18][C@H:19]([O:20][C:21](=[O:22])[C@H:23]([O:40][C:64](=[O:71])[C:65]3[CH:70]=[CH:69][CH:68]=[N:67][CH:66]=3)[C@@H:24]([NH:31][C:32](=[O:33])[C:34]3[CH:39]=[CH:38][CH:37]=[CH:36][CH:35]=3)[C:25]3[CH:26]=[CH:27][CH:28]=[CH:29][CH:30]=3)[C:2]=2[CH3:1])[C@@H:13]([O:42][C:43](=[O:44])[C:45]2[CH:50]=[CH:49][CH:48]=[CH:47][CH:46]=2)[C@@H:12]2[C@:11]3([O:53][C:54](=[O:55])[CH3:56])[CH2:51][O:52][C@@H:10]3[CH2:9][C@H:8]([OH:57])[C@@:7]2([CH3:58])[C:5]1=[O:6])(=[O:61])[CH3:62]. Given the reactants [CH3:1][C:2]1[C@@H:19]([O:20][C:21]([C@H:23]([OH:40])[C@@H:24]([NH:31][C:32]([C:34]2[CH:35]=[CH:36][CH:37]=[CH:38][CH:39]=2)=[O:33])[C:25]2[CH:26]=[CH:27][CH:28]=[CH:29][CH:30]=2)=[O:22])[CH2:18][C@:14]2([OH:41])[C:15]([CH3:17])([CH3:16])[C:3]=1[C@@H:4]([O:59][C:60]([CH3:62])=[O:61])[C:5]([C@@:7]1([CH3:58])[C@H:12]([C@@H:13]2[O:42][C:43]([C:45]2[CH:46]=[CH:47][CH:48]=[CH:49][CH:50]=2)=[O:44])[C@:11]2([O:53][C:54]([CH3:56])=[O:55])[CH2:51][O:52][C@@H:10]2[CH2:9][C@@H:8]1[OH:57])=[O:6].Cl.[C:64](Cl)(=[O:71])[C:65]1[CH:70]=[CH:69][CH:68]=[N:67][CH:66]=1, predict the reaction product. (7) Given the reactants [CH3:1][O:2][C:3]1[CH:4]=[C:5]2[C:10](=[CH:11][CH:12]=1)[CH:9]([CH2:13][C:14]1[CH:19]=[CH:18][C:17]([O:20]CC3C=CC=CC=3)=[CH:16][CH:15]=1)[N:8]([CH:28]([CH3:30])[CH3:29])[CH2:7][CH2:6]2, predict the reaction product. The product is: [CH3:1][O:2][C:3]1[CH:4]=[C:5]2[C:10](=[CH:11][CH:12]=1)[CH:9]([CH2:13][C:14]1[CH:19]=[CH:18][C:17]([OH:20])=[CH:16][CH:15]=1)[N:8]([CH:28]([CH3:30])[CH3:29])[CH2:7][CH2:6]2.